Predict which catalyst facilitates the given reaction. From a dataset of Catalyst prediction with 721,799 reactions and 888 catalyst types from USPTO. (1) Reactant: [C:1]([N:8]1[CH2:13][CH2:12][CH:11]([O:14][C:15]2[CH:20]=[CH:19][CH:18]=[CH:17][C:16]=2[N:21]2[CH2:26][CH2:25][NH:24][CH2:23][CH2:22]2)[CH2:10][CH2:9]1)([O:3][C:4]([CH3:7])([CH3:6])[CH3:5])=[O:2].CCN([CH2:32][CH3:33])CC. Product: [C:1]([N:24]1[CH2:23][CH2:22][N:21]([C:16]2[CH:17]=[CH:18][CH:19]=[CH:20][C:15]=2[O:14][CH:11]2[CH2:10][CH2:9][N:8]([C:1]([O:3][C:4]([CH3:7])([CH3:6])[CH3:5])=[O:2])[CH2:13][CH2:12]2)[CH2:26][CH2:25]1)([O:3][CH2:4][C:33]1[CH:32]=[CH:12][CH:11]=[CH:10][CH:9]=1)=[O:2]. The catalyst class is: 64. (2) Reactant: FC(F)(F)C(O)=O.[Cl:8][C:9]1[CH:14]=[C:13]([C:15]([F:18])([F:17])[F:16])[CH:12]=[CH:11][C:10]=1[CH:19]([CH:21]1[CH2:23][CH2:22]1)O.[CH3:24][S:25][CH2:26][C:27]1[CH:28]=[CH:29][CH:30]=[C:31]2[C:35]=1[NH:34][CH:33]=[CH:32]2. Product: [Cl:8][C:9]1[CH:14]=[C:13]([C:15]([F:18])([F:17])[F:16])[CH:12]=[CH:11][C:10]=1[CH:19]([CH:21]1[CH2:23][CH2:22]1)[C:32]1[C:31]2[C:35](=[C:27]([CH2:26][S:25][CH3:24])[CH:28]=[CH:29][CH:30]=2)[NH:34][CH:33]=1. The catalyst class is: 4. (3) Reactant: [CH3:1][C:2]1[C:7]([CH3:8])=[CH:6][N:5]=[C:4]([N:9]2C(=O)C3C=CC=CC=3OC2(C)C)[CH:3]=1.C([O-])([O-])=O.[Na+].[Na+]. Product: [CH3:1][C:2]1[C:7]([CH3:8])=[CH:6][N:5]=[C:4]([NH2:9])[CH:3]=1. The catalyst class is: 33. (4) Reactant: [O:1]1[C:5]2([CH2:10][CH2:9][C:8]([C:16](OCC)=[O:17])([C:11](OCC)=[O:12])[CH2:7][CH2:6]2)[O:4][CH2:3][CH2:2]1.[H-].[Al+3].[Li+].[H-].[H-].[H-].O.[OH-].[Na+]. Product: [O:1]1[C:5]2([CH2:6][CH2:7][C:8]([CH2:11][OH:12])([CH2:16][OH:17])[CH2:9][CH2:10]2)[O:4][CH2:3][CH2:2]1. The catalyst class is: 1. (5) Reactant: [N+:1]([C:4]1[CH:15]=[CH:14][C:7]2[NH:8][C:9](=[O:13])[CH2:10][CH2:11][CH2:12][C:6]=2[CH:5]=1)([O-:3])=[O:2].Br[CH2:17][C:18]([O:20][CH3:21])=[O:19].[H-].[Na+]. Product: [CH3:21][O:20][C:18](=[O:19])[CH2:17][N:8]1[C:9](=[O:13])[CH2:10][CH2:11][CH2:12][C:6]2[CH:5]=[C:4]([N+:1]([O-:3])=[O:2])[CH:15]=[CH:14][C:7]1=2. The catalyst class is: 3. (6) Reactant: [O:1]=[S:2]1(=[O:28])[C:7]2[CH:8]=[CH:9][CH:10]=[CH:11][C:6]=2[NH:5][C:4]([C:12]2[C:17](=[O:18])[N:16]([N:19]=[CH:20][CH:21]([CH3:23])[CH3:22])[C:15]3[CH:24]=[CH:25][S:26][C:14]=3[C:13]=2[OH:27])=[N:3]1.CO.[BH4-].[Li+].Cl. Product: [O:28]=[S:2]1(=[O:1])[C:7]2[CH:8]=[CH:9][CH:10]=[CH:11][C:6]=2[NH:5][C:4]([C:12]2[C:17](=[O:18])[N:16]([NH:19][CH2:20][C:21]3[CH:22]=[CH:11][CH:6]=[C:7]([CH3:8])[CH:23]=3)[C:15]3[CH:24]=[CH:25][S:26][C:14]=3[C:13]=2[OH:27])=[N:3]1. The catalyst class is: 30. (7) Reactant: [F:1][C:2]1[CH:9]=[C:8]([OH:10])[CH:7]=[C:6]([OH:11])[C:3]=1[CH:4]=[O:5].C(=O)([O-])[O-].[Cs+].[Cs+].Cl[CH2:19][O:20][CH3:21]. Product: [F:1][C:2]1[CH:9]=[C:8]([O:10][CH2:19][O:20][CH3:21])[CH:7]=[C:6]([OH:11])[C:3]=1[CH:4]=[O:5]. The catalyst class is: 23.